From a dataset of Peptide-MHC class II binding affinity with 134,281 pairs from IEDB. Regression. Given a peptide amino acid sequence and an MHC pseudo amino acid sequence, predict their binding affinity value. This is MHC class II binding data. The peptide sequence is HVSCRVKLSALTLKG. The MHC is DRB1_0404 with pseudo-sequence DRB1_0404. The binding affinity (normalized) is 0.552.